Predict the reactants needed to synthesize the given product. From a dataset of Full USPTO retrosynthesis dataset with 1.9M reactions from patents (1976-2016). (1) Given the product [Br:11][CH2:10][C:7]1[CH:8]=[CH:9][C:2]([F:1])=[C:3]([CH:6]=1)[C:4]#[N:5], predict the reactants needed to synthesize it. The reactants are: [F:1][C:2]1[CH:9]=[CH:8][C:7]([CH3:10])=[CH:6][C:3]=1[C:4]#[N:5].[Br:11]N1C(=O)CCC1=O.C(OOC(=O)C1C=CC=CC=1)(=O)C1C=CC=CC=1.O. (2) Given the product [Br:1][C:2]1[CH:7]=[CH:6][C:5]([C:8]2[O:12][N:11]=[C:10]([CH3:13])[C:9]=2[NH2:31])=[CH:4][CH:3]=1, predict the reactants needed to synthesize it. The reactants are: [Br:1][C:2]1[CH:7]=[CH:6][C:5]([C:8]2[O:12][N:11]=[C:10]([CH3:13])[C:9]=2C(O)=O)=[CH:4][CH:3]=1.C1(P([N:31]=[N+]=[N-])(C2C=CC=CC=2)=O)C=CC=CC=1.C(N(CC)CC)C.O. (3) Given the product [I:21][C:18]1[CH:19]=[CH:20][C:15]([O:14][CH2:13][C:12]2([CH3:23])[O:22][C:2]3=[N:6][C:5]([N+:7]([O-:9])=[O:8])=[CH:4][N:3]3[CH2:10][CH2:11]2)=[CH:16][CH:17]=1, predict the reactants needed to synthesize it. The reactants are: Cl[C:2]1[N:3]([CH2:10][CH2:11][C:12]([CH3:23])([OH:22])[CH2:13][O:14][C:15]2[CH:20]=[CH:19][C:18]([I:21])=[CH:17][CH:16]=2)[CH:4]=[C:5]([N+:7]([O-:9])=[O:8])[N:6]=1.[H-].[Na+]. (4) The reactants are: [CH3:1][C:2]1([CH3:27])[CH2:11][C:10]2[C:5](=[CH:6][CH:7]=[C:8]([C:12]([O:14]C)=[O:13])[CH:9]=2)[NH:4][CH:3]1[C:16]1[CH:21]=[CH:20][CH:19]=[C:18]([S:22](=[O:26])(=[O:25])[NH:23][CH3:24])[CH:17]=1.[OH-].[Na+]. Given the product [CH3:1][C:2]1([CH3:27])[CH2:11][C:10]2[C:5](=[CH:6][CH:7]=[C:8]([C:12]([OH:14])=[O:13])[CH:9]=2)[NH:4][CH:3]1[C:16]1[CH:21]=[CH:20][CH:19]=[C:18]([S:22](=[O:26])(=[O:25])[NH:23][CH3:24])[CH:17]=1, predict the reactants needed to synthesize it. (5) Given the product [CH3:28][N:29]1[CH2:30][CH2:31][N:32]([C:35]2[CH:41]=[CH:40][C:38]([NH:39][C:2]3[N:7]=[C:6]4[N:8]([CH:11]5[CH2:16][CH2:15][CH2:14][CH2:13][O:12]5)[N:9]=[CH:10][C:5]4=[C:4]([C:17]4[CH:18]=[C:19]([NH:23][C:24](=[O:27])[CH:25]=[CH2:26])[CH:20]=[CH:21][CH:22]=4)[N:3]=3)=[CH:37][CH:36]=2)[CH2:33][CH2:34]1, predict the reactants needed to synthesize it. The reactants are: Cl[C:2]1[N:7]=[C:6]2[N:8]([CH:11]3[CH2:16][CH2:15][CH2:14][CH2:13][O:12]3)[N:9]=[CH:10][C:5]2=[C:4]([C:17]2[CH:18]=[C:19]([NH:23][C:24](=[O:27])[CH:25]=[CH2:26])[CH:20]=[CH:21][CH:22]=2)[N:3]=1.[CH3:28][N:29]1[CH2:34][CH2:33][N:32]([C:35]2[CH:41]=[CH:40][C:38]([NH2:39])=[CH:37][CH:36]=2)[CH2:31][CH2:30]1.C(=O)([O-])[O-].[K+].[K+].CC1(C)C2C(=C(P(C3C=CC=CC=3)C3C=CC=CC=3)C=CC=2)OC2C(P(C3C=CC=CC=3)C3C=CC=CC=3)=CC=CC1=2. (6) Given the product [CH3:1][O:2][N:3]([C:32]([C:39]1[CH:40]=[CH:41][CH:42]=[CH:43][CH:44]=1)([C:45]1[CH:46]=[CH:47][CH:48]=[CH:49][CH:50]=1)[C:33]1[CH:34]=[CH:35][CH:36]=[CH:37][CH:38]=1)[C:4]1[NH:5][C:6](=[O:31])[C:7]2[N:8]=[CH:9][N:10]([C@@H:13]3[O:18][C@H:17]([CH2:19][O:20][Si:21]([C:24]([CH3:27])([CH3:25])[CH3:26])([CH3:22])[CH3:23])[C@@H:15]([O:16][CH:68]4[CH2:69][CH2:70][CH2:71][CH2:72][O:67]4)[C@@:14]3([C:29]#[CH:30])[F:28])[C:11]=2[N:12]=1, predict the reactants needed to synthesize it. The reactants are: [CH3:1][O:2][N:3]([C:32]([C:45]1[CH:50]=[CH:49][CH:48]=[CH:47][CH:46]=1)([C:39]1[CH:44]=[CH:43][CH:42]=[CH:41][CH:40]=1)[C:33]1[CH:38]=[CH:37][CH:36]=[CH:35][CH:34]=1)[C:4]1[NH:5][C:6](=[O:31])[C:7]2[N:8]=[CH:9][N:10]([C@@H:13]3[O:18][C@H:17]([CH2:19][O:20][Si:21]([C:24]([CH3:27])([CH3:26])[CH3:25])([CH3:23])[CH3:22])[C@@H:15]([OH:16])[C@@:14]3([C:29]#[CH:30])[F:28])[C:11]=2[N:12]=1.C1COCC1.C1(C)C=CC(S(O)(=O)=O)=CC=1.[O:67]1[CH:72]=[CH:71][CH2:70][CH2:69][CH2:68]1. (7) The reactants are: C(OC([N:8]1[C:13]2[CH:14]=[C:15]([O:19][CH3:20])[C:16]([Cl:18])=[CH:17][C:12]=2[O:11][CH:10]([C:21]([N:23]2[CH2:28][CH2:27][C:26]([C:37]#[N:38])([CH2:29][C:30]3[CH:35]=[CH:34][C:33]([F:36])=[CH:32][CH:31]=3)[CH2:25][CH2:24]2)=[O:22])[CH2:9]1)=O)(C)(C)C.FC(F)(F)C(O)=O. Given the product [Cl:18][C:16]1[C:15]([O:19][CH3:20])=[CH:14][C:13]2[NH:8][CH2:9][CH:10]([C:21]([N:23]3[CH2:28][CH2:27][C:26]([CH2:29][C:30]4[CH:31]=[CH:32][C:33]([F:36])=[CH:34][CH:35]=4)([C:37]#[N:38])[CH2:25][CH2:24]3)=[O:22])[O:11][C:12]=2[CH:17]=1, predict the reactants needed to synthesize it. (8) Given the product [F:4][C:2]([C:5]1[CH:10]=[CH:9][C:8]([CH:11]2[CH2:16][N:15]([C:17]([N:19]3[CH2:24][CH2:23][S:22][CH2:21][CH2:20]3)=[O:18])[CH2:14][CH:13]([C:25]([OH:27])=[O:26])[CH2:12]2)=[CH:7][CH:6]=1)([F:1])[CH3:3], predict the reactants needed to synthesize it. The reactants are: [F:1][C:2]([C:5]1[CH:10]=[CH:9][C:8]([CH:11]2[CH2:16][N:15]([C:17]([N:19]3[CH2:24][CH2:23][S:22][CH2:21][CH2:20]3)=[O:18])[CH2:14][CH:13]([C:25]([O:27]C)=[O:26])[CH2:12]2)=[CH:7][CH:6]=1)([F:4])[CH3:3].CC(C)([O-])C.[K+]. (9) Given the product [F:13][CH:4]([F:3])[C:5]1[NH:9][N:8]=[C:7]([C:10]([OH:12])=[O:11])[C:6]=1[Cl:1], predict the reactants needed to synthesize it. The reactants are: [Cl:1]Cl.[F:3][CH:4]([F:13])[C:5]1[NH:9][N:8]=[C:7]([C:10]([OH:12])=[O:11])[CH:6]=1. (10) Given the product [Cl:3][CH:6]([NH:12][C:13](=[O:18])[C:14]([CH3:17])([CH3:16])[CH3:15])[C:7]([O:9][CH2:10][CH3:11])=[O:8], predict the reactants needed to synthesize it. The reactants are: S(Cl)([Cl:3])=O.O[CH:6]([NH:12][C:13](=[O:18])[C:14]([CH3:17])([CH3:16])[CH3:15])[C:7]([O:9][CH2:10][CH3:11])=[O:8].CN(C)C=O.